From a dataset of Forward reaction prediction with 1.9M reactions from USPTO patents (1976-2016). Predict the product of the given reaction. (1) Given the reactants [F:1][C:2]1[C:7]([N:8]2[CH2:13][CH2:12][CH:11]([CH2:14][CH2:15][CH:16]3[CH2:21][CH2:20][NH:19][CH2:18][CH2:17]3)[CH2:10][CH2:9]2)=[CH:6][CH:5]=[CH:4][C:3]=1[CH2:22][OH:23].CCN=C=NC[CH2:30][CH2:31]N(C)C.Cl.C1C=CC2N([OH:45])N=NC=2C=1.C(=O)([O-])O.[Na+], predict the reaction product. The product is: [F:1][C:2]1[C:3]([CH2:22][OH:23])=[CH:4][CH:5]=[CH:6][C:7]=1[N:8]1[CH2:13][CH2:12][CH:11]([CH2:14][CH2:15][CH:16]2[CH2:21][CH2:20][N:19]([C:30](=[O:45])[CH3:31])[CH2:18][CH2:17]2)[CH2:10][CH2:9]1. (2) Given the reactants [O:1]1[CH2:5][CH2:4][C@H:3]([NH2:6])[CH2:2]1.[Cl:7][C:8]1[CH:13]=[CH:12][C:11]([C:14]2[O:18][N:17]=[C:16]([C:19](O)=[O:20])[C:15]=2[CH3:22])=[CH:10][CH:9]=1.O.ON1C2C=CC=CC=2N=N1.Cl.CN(C)CCCN=C=NCC.C(N(CC)CC)C, predict the reaction product. The product is: [Cl:7][C:8]1[CH:9]=[CH:10][C:11]([C:14]2[O:18][N:17]=[C:16]([C:19]([NH:6][C@H:3]3[CH2:4][CH2:5][O:1][CH2:2]3)=[O:20])[C:15]=2[CH3:22])=[CH:12][CH:13]=1. (3) Given the reactants [CH3:1][S:2]([C:5]1[CH:6]=[CH:7][C:8]([N:14]2[CH2:18][CH2:17][CH2:16][CH2:15]2)=[C:9]([CH:13]=1)[C:10]([OH:12])=[O:11])(=[O:4])=[O:3].Cl[C:20]1C=CC(S(C(C)C)(=O)=O)=C[C:21]=1C(O)=O.N1CCCC1, predict the reaction product. The product is: [CH2:1]([S:2]([C:5]1[CH:6]=[CH:7][C:8]([N:14]2[CH2:18][CH2:17][CH2:16][CH2:15]2)=[C:9]([CH:13]=1)[C:10]([OH:12])=[O:11])(=[O:4])=[O:3])[CH2:20][CH3:21]. (4) Given the reactants [CH2:1]([C:3]1[N:7]([CH2:8][C:9]([OH:11])=O)[N:6]=[C:5]([C:12]([F:15])([F:14])[F:13])[CH:4]=1)[CH3:2].CCCP1(OP(CCC)(=O)OP(CCC)(=O)O1)=O.Cl.[CH3:35][N:36]([C@H:50]1[C:59]2[C:54](=[CH:55][CH:56]=[CH:57][CH:58]=2)[CH2:53][CH2:52][CH2:51]1)[C:37]([C:39]1[N:40]=[C:41]([CH:44]2[CH2:49][CH2:48][NH:47][CH2:46][CH2:45]2)[S:42][CH:43]=1)=[O:38].C(N(CC)CC)C, predict the reaction product. The product is: [CH2:1]([C:3]1[N:7]([CH2:8][C:9]([N:47]2[CH2:48][CH2:49][CH:44]([C:41]3[S:42][CH:43]=[C:39]([C:37]([N:36]([CH3:35])[C@H:50]4[C:59]5[C:54](=[CH:55][CH:56]=[CH:57][CH:58]=5)[CH2:53][CH2:52][CH2:51]4)=[O:38])[N:40]=3)[CH2:45][CH2:46]2)=[O:11])[N:6]=[C:5]([C:12]([F:15])([F:14])[F:13])[CH:4]=1)[CH3:2]. (5) The product is: [F:20][C:21]1([F:38])[CH2:22][CH2:19][CH:17]([N:4]2[C:5]([CH:7]3[CH2:12][CH2:11][N:10]([CH:13]4[CH2:14][O:15][CH2:16]4)[CH2:9][CH2:8]3)=[CH:6][C:2]([I:1])=[N:3]2)[CH2:18]1. Given the reactants [I:1][C:2]1[CH:6]=[C:5]([CH:7]2[CH2:12][CH2:11][N:10]([CH:13]3[CH2:16][O:15][CH2:14]3)[CH2:9][CH2:8]2)[N:4]([CH:17]([CH3:19])[CH3:18])[N:3]=1.[F:20][C:21]1([F:38])CCC(N2C(C3CCNCC3)=CC(I)=N2)[CH2:22]1, predict the reaction product. (6) Given the reactants C(O[BH-](OC(=O)C)OC(=O)C)(=O)C.[Na+].O=[C:16]1[CH2:24][CH2:23][C:22]2[C:18](=[CH:19][N:20]([C:25]([O:27][CH2:28][C:29]3[CH:34]=[CH:33][CH:32]=[CH:31][CH:30]=3)=[O:26])[N:21]=2)[CH2:17]1.[CH:35]1([NH2:38])[CH2:37][CH2:36]1.C(=O)(O)[O-].[Cl:43]CCCl, predict the reaction product. The product is: [ClH:43].[CH:35]1([NH:38][CH:16]2[CH2:24][CH2:23][C:22]3[C:18](=[CH:19][N:20]([C:25]([O:27][CH2:28][C:29]4[CH:34]=[CH:33][CH:32]=[CH:31][CH:30]=4)=[O:26])[N:21]=3)[CH2:17]2)[CH2:37][CH2:36]1. (7) Given the reactants Br[C:2]1[C:3]([CH:16]2[CH2:18][CH2:17]2)=[CH:4][C:5]([O:12][CH2:13][O:14][CH3:15])=[C:6]([CH:11]=1)[C:7]([O:9][CH3:10])=[O:8].[CH:19]1(B(O)O)[CH2:21][CH2:20]1, predict the reaction product. The product is: [CH:16]1([C:3]2[C:2]([CH:19]3[CH2:21][CH2:20]3)=[CH:11][C:6]([C:7]([O:9][CH3:10])=[O:8])=[C:5]([O:12][CH2:13][O:14][CH3:15])[CH:4]=2)[CH2:18][CH2:17]1. (8) Given the reactants [Cl:1][C:2]1[CH:7]=[C:6]([Cl:8])[CH:5]=[CH:4][C:3]=1[C:9]1[N:10]=[C:11](/[CH:14]=[CH:15]/[C:16]2[CH:21]=[CH:20][C:19]([C:22]3[CH:27]=[CH:26][C:25]([O:28][CH3:29])=[CH:24][CH:23]=3)=[CH:18][CH:17]=2)[NH:12][CH:13]=1.Br[CH2:31][CH2:32][CH2:33][CH3:34], predict the reaction product. The product is: [CH2:31]([N:12]1[CH:13]=[C:9]([C:3]2[CH:4]=[CH:5][C:6]([Cl:8])=[CH:7][C:2]=2[Cl:1])[N:10]=[C:11]1/[CH:14]=[CH:15]/[C:16]1[CH:21]=[CH:20][C:19]([C:22]2[CH:23]=[CH:24][C:25]([O:28][CH3:29])=[CH:26][CH:27]=2)=[CH:18][CH:17]=1)[CH2:32][CH2:33][CH3:34].